Dataset: Catalyst prediction with 721,799 reactions and 888 catalyst types from USPTO. Task: Predict which catalyst facilitates the given reaction. (1) Reactant: [CH3:1][O:2][C:3](=[O:12])[C:4]1[CH:9]=[CH:8][C:7]([OH:10])=[CH:6][C:5]=1[CH3:11].[Na+].[I-].C([O-])([O-])=O.[K+].[K+].Br[CH2:22][CH:23]1[CH2:25][CH2:24]1. Product: [CH3:1][O:2][C:3](=[O:12])[C:4]1[CH:9]=[CH:8][C:7]([O:10][CH2:22][CH:23]2[CH2:25][CH2:24]2)=[CH:6][C:5]=1[CH3:11]. The catalyst class is: 21. (2) Reactant: [F:1][C:2]([F:21])([F:20])[CH2:3][CH2:4][C:5]([NH:7][C@@H:8]([CH3:19])[C:9]([O:11]CC1C=CC=CC=1)=[O:10])=[O:6]. Product: [F:1][C:2]([F:20])([F:21])[CH2:3][CH2:4][C:5]([NH:7][C@@H:8]([CH3:19])[C:9]([OH:11])=[O:10])=[O:6]. The catalyst class is: 19. (3) Reactant: C[O:2][C:3](=O)[CH:4]([N:11]1[CH2:16][CH2:15][N:14]([C:17]2[CH:22]=[CH:21][C:20]([N+:23]([O-:25])=[O:24])=[CH:19][C:18]=2[F:26])[CH2:13][CH2:12]1)[C:5]1[CH:10]=[CH:9][CH:8]=[CH:7][CH:6]=1.CC[O-].[Na+].O[NH:33][C:34](=[NH:37])[CH2:35][CH3:36]. Product: [CH2:35]([C:34]1[N:37]=[C:3]([CH:4]([C:5]2[CH:6]=[CH:7][CH:8]=[CH:9][CH:10]=2)[N:11]2[CH2:12][CH2:13][N:14]([C:17]3[CH:22]=[CH:21][C:20]([N+:23]([O-:25])=[O:24])=[CH:19][C:18]=3[F:26])[CH2:15][CH2:16]2)[O:2][N:33]=1)[CH3:36]. The catalyst class is: 14. (4) Reactant: C([Li])CCC.[C:6]([O:10][CH2:11][CH3:12])(=[O:9])[C:7]#[CH:8].[O:13]=[C:14]1[CH2:19][CH2:18][N:17]([C:20]([O:22][C:23]([CH3:26])([CH3:25])[CH3:24])=[O:21])[CH2:16][CH2:15]1.C(O)(=O)C. Product: [CH2:11]([O:10][C:6](=[O:9])[C:7]#[C:8][C:14]1([OH:13])[CH2:15][CH2:16][N:17]([C:20]([O:22][C:23]([CH3:25])([CH3:24])[CH3:26])=[O:21])[CH2:18][CH2:19]1)[CH3:12]. The catalyst class is: 7. (5) Reactant: [NH2:1][CH:2]([C:5]#[N:6])[C:3]#N.[C:7]1([CH3:17])C=CC(S([O-])(=O)=O)=C[CH:8]=1.C[O-:19].[Na+].[C:21]([OH:24])(=O)C.C[C:26](C=O)=[O:27].Cl. Product: [CH3:26][O:27][C:8]1[C:7]([C:17]([O:24][CH3:21])=[O:19])=[N:6][CH:5]=[C:2]([CH3:3])[N:1]=1. The catalyst class is: 5. (6) Reactant: [CH2:1]([O:8][C:9]1[CH:10]=[C:11]([CH:15]=[C:16]([O:26][CH2:27][C:28]2[CH:33]=[CH:32][CH:31]=[CH:30][CH:29]=2)[C:17]=1[O:18][CH2:19][C:20]1[CH:25]=[CH:24][CH:23]=[CH:22][CH:21]=1)[C:12](O)=[O:13])[C:2]1[CH:7]=[CH:6][CH:5]=[CH:4][CH:3]=1.Cl.[OH:35][C:36]1[CH:47]=[C:46]2[C:39]([NH:40][CH:41]=[C:42]2[CH2:43][CH2:44][NH2:45])=[CH:38][CH:37]=1.C(Cl)CCl.CO. Product: [CH2:1]([O:8][C:9]1[CH:10]=[C:11]([CH:15]=[C:16]([O:26][CH2:27][C:28]2[CH:33]=[CH:32][CH:31]=[CH:30][CH:29]=2)[C:17]=1[O:18][CH2:19][C:20]1[CH:21]=[CH:22][CH:23]=[CH:24][CH:25]=1)[C:12]([NH:45][CH2:44][CH2:43][C:42]1[C:46]2[C:39](=[CH:38][CH:37]=[C:36]([OH:35])[CH:47]=2)[NH:40][CH:41]=1)=[O:13])[C:2]1[CH:3]=[CH:4][CH:5]=[CH:6][CH:7]=1. The catalyst class is: 22.